Dataset: NCI-60 drug combinations with 297,098 pairs across 59 cell lines. Task: Regression. Given two drug SMILES strings and cell line genomic features, predict the synergy score measuring deviation from expected non-interaction effect. (1) Drug 1: CN(C)C1=NC(=NC(=N1)N(C)C)N(C)C. Drug 2: C1=CC(=CC=C1CCCC(=O)O)N(CCCl)CCCl. Cell line: TK-10. Synergy scores: CSS=6.47, Synergy_ZIP=2.09, Synergy_Bliss=0.572, Synergy_Loewe=-8.28, Synergy_HSA=-3.56. (2) Drug 1: C1=CC(=CC=C1CCC2=CNC3=C2C(=O)NC(=N3)N)C(=O)NC(CCC(=O)O)C(=O)O. Drug 2: C1=NC(=NC(=O)N1C2C(C(C(O2)CO)O)O)N. Cell line: ACHN. Synergy scores: CSS=22.9, Synergy_ZIP=-9.79, Synergy_Bliss=-6.96, Synergy_Loewe=-1.55, Synergy_HSA=-0.386. (3) Drug 1: CC1=C(C(CCC1)(C)C)C=CC(=CC=CC(=CC(=O)O)C)C. Drug 2: C1CN(CCN1C(=O)CCBr)C(=O)CCBr. Cell line: TK-10. Synergy scores: CSS=5.44, Synergy_ZIP=1.48, Synergy_Bliss=-0.398, Synergy_Loewe=-0.755, Synergy_HSA=0.719.